Dataset: Reaction yield outcomes from USPTO patents with 853,638 reactions. Task: Predict the reaction yield, written as a fraction of the theoretical maximum amount of product (1.0 means a 100% yield; for example, 0.34 means a 34% yield). (1) The reactants are [CH3:1][CH:2]([CH3:14])[CH2:3][CH2:4][NH:5][N:6]1[CH:10]=[CH:9][CH:8]=[C:7]1[C:11]([OH:13])=[O:12].[C:15](=O)([O-])[O-:16].[K+].[K+].C(Cl)(Cl)=O.C(OCC)(=O)C. The catalyst is O. The product is [CH3:1][CH:2]([CH3:14])[CH2:3][CH2:4][N:5]1[C:15](=[O:16])[O:12][C:11](=[O:13])[C:7]2[N:6]1[CH:10]=[CH:9][CH:8]=2. The yield is 0.570. (2) The reactants are [CH3:1][O:2][C:3]([C:7]1[S:8][CH:9]=[CH:10][N:11]=1)([O:5][CH3:6])[CH3:4].[Li]CCCC.C(Br)(Br)(Br)[Br:18]. The catalyst is C1COCC1. The product is [Br:18][C:9]1[S:8][C:7]([C:3]([O:5][CH3:6])([O:2][CH3:1])[CH3:4])=[N:11][CH:10]=1. The yield is 0.430. (3) The reactants are [C:1]([O:5][C:6](=[O:17])[NH:7][C:8]1[CH:13]=[CH:12][C:11]([N+:14]([O-])=O)=[CH:10][N:9]=1)([CH3:4])([CH3:3])[CH3:2]. The product is [NH2:14][C:11]1[CH:12]=[CH:13][C:8]([NH:7][C:6](=[O:17])[O:5][C:1]([CH3:3])([CH3:2])[CH3:4])=[N:9][CH:10]=1. The catalyst is C1COCC1.CO.[Pd]. The yield is 0.990.